The task is: Predict the product of the given reaction.. This data is from Forward reaction prediction with 1.9M reactions from USPTO patents (1976-2016). (1) Given the reactants [CH:1]1[CH:2]=[CH:3][C:4]([CH:7]([N:15]2[CH2:20][CH2:19][N:18]([CH2:21][CH2:22][O:23][CH2:24][C:25]([OH:27])=[O:26])[CH2:17][CH2:16]2)[C:8]2[CH:9]=[CH:10][C:11]([Cl:14])=[CH:12][CH:13]=2)=[CH:5][CH:6]=1.Cl.Cl.ClCC([O-])=O.[Na+].[OH-].[K+], predict the reaction product. The product is: [CH:1]1[CH:2]=[CH:3][C:4]([CH:7]([N:15]2[CH2:20][CH2:19][N:18]([CH2:21][CH2:22][O:23][CH2:24][C:25]([OH:27])=[O:26])[CH2:17][CH2:16]2)[C:8]2[CH:9]=[CH:10][C:11]([Cl:14])=[CH:12][CH:13]=2)=[CH:5][CH:6]=1. (2) Given the reactants [N+:1]([C:4]1[CH:5]=[C:6]([C:13]([NH:15][C@H:16]([C:20]2[CH:25]=[CH:24][CH:23]=[CH:22][CH:21]=2)[C:17]([OH:19])=[O:18])=[O:14])[CH:7]=[C:8]([N+:10]([O-:12])=[O:11])[CH:9]=1)([O-:3])=[O:2].[Br:26][C:27]1[C:35]2[O:34][CH2:33][CH:32]([NH2:36])[C:31]=2[CH:30]=[CH:29][CH:28]=1, predict the reaction product. The product is: [N+:1]([C:4]1[CH:5]=[C:6]([C:13]([NH:15][C@H:16]([C:20]2[CH:25]=[CH:24][CH:23]=[CH:22][CH:21]=2)[C:17]([O-:19])=[O:18])=[O:14])[CH:7]=[C:8]([N+:10]([O-:12])=[O:11])[CH:9]=1)([O-:3])=[O:2].[Br:26][C:27]1[C:35]2[O:34][CH2:33][C@@H:32]([NH3+:36])[C:31]=2[CH:30]=[CH:29][CH:28]=1. (3) Given the reactants [Cl:1][C:2]([Cl:20])([F:19])[S:3][C:4]1[CH:5]=[N:6][N:7]([CH2:10][C:11]2[CH:16]=[CH:15][C:14]([O:17][CH3:18])=[CH:13][CH:12]=2)[C:8]=1N.O1CCCC1.N(OC(C)(C)C)=O, predict the reaction product. The product is: [Cl:20][C:2]([Cl:1])([F:19])[S:3][C:4]1[CH:5]=[N:6][N:7]([CH2:10][C:11]2[CH:12]=[CH:13][C:14]([O:17][CH3:18])=[CH:15][CH:16]=2)[CH:8]=1. (4) Given the reactants [CH2:1]([O:8][C:9]1[C:10]([C:28]([O:30]C)=O)=[N:11][N:12]2[CH2:17][CH:16]([CH3:18])[N:15]([CH2:19][C:20]3[CH:25]=[CH:24][C:23]([F:26])=[CH:22][CH:21]=3)[C:14](=[O:27])[C:13]=12)[C:2]1[CH:7]=[CH:6][CH:5]=[CH:4][CH:3]=1.[CH3:32][NH2:33], predict the reaction product. The product is: [CH2:1]([O:8][C:9]1[C:10]([C:28]([NH:33][CH3:32])=[O:30])=[N:11][N:12]2[CH2:17][CH:16]([CH3:18])[N:15]([CH2:19][C:20]3[CH:25]=[CH:24][C:23]([F:26])=[CH:22][CH:21]=3)[C:14](=[O:27])[C:13]=12)[C:2]1[CH:3]=[CH:4][CH:5]=[CH:6][CH:7]=1. (5) Given the reactants [CH3:1][CH:2]([NH:10][C:11]([C:13]1[C:21]2[C:16](=[N:17][CH:18]=[C:19]([C:22]3[C:30]4[C:25](=[CH:26][C:27]([F:31])=[CH:28][CH:29]=4)[NH:24][N:23]=3)[N:20]=2)[N:15]([CH2:32][O:33][CH2:34][CH2:35][Si:36]([CH3:39])([CH3:38])[CH3:37])[CH:14]=1)=[O:12])[CH2:3][C:4]1[CH:9]=[CH:8][CH:7]=[CH:6][N:5]=1.[H-].[Na+].Cl.Br[CH2:44][CH2:45][N:46]1[CH2:50][CH2:49][CH2:48][CH2:47]1, predict the reaction product. The product is: [CH3:1][CH:2]([NH:10][C:11]([C:13]1[C:21]2[C:16](=[N:17][CH:18]=[C:19]([C:22]3[C:30]4[C:25](=[CH:26][C:27]([F:31])=[CH:28][CH:29]=4)[N:24]([CH2:44][CH2:45][N:46]4[CH2:50][CH2:49][CH2:48][CH2:47]4)[N:23]=3)[N:20]=2)[N:15]([CH2:32][O:33][CH2:34][CH2:35][Si:36]([CH3:37])([CH3:39])[CH3:38])[CH:14]=1)=[O:12])[CH2:3][C:4]1[CH:9]=[CH:8][CH:7]=[CH:6][N:5]=1. (6) Given the reactants [C:1]([N:9]1[CH2:14][CH2:13][C:12](=O)[CH2:11][CH2:10]1)(=[O:8])[C:2]1[CH:7]=[CH:6][CH:5]=[CH:4][CH:3]=1.[C:16]([CH2:18][C:19]([O:21][CH2:22][CH3:23])=[O:20])#[N:17].C([O-])(=O)C.[NH4+].C(O)(=O)C, predict the reaction product. The product is: [CH2:22]([O:21][C:19](=[O:20])[C:18](=[C:12]1[CH2:13][CH2:14][N:9]([C:1](=[O:8])[C:2]2[CH:7]=[CH:6][CH:5]=[CH:4][CH:3]=2)[CH2:10][CH2:11]1)[C:16]#[N:17])[CH3:23]. (7) Given the reactants [N-:1]([S:9]([C:12]([F:15])([F:14])[F:13])(=[O:11])=[O:10])[S:2]([C:5]([F:8])([F:7])[F:6])(=[O:4])=[O:3].[Li+].[CH3:17][N:18]([C:20]([N:23]([CH3:25])[CH3:24])(Cl)[Cl:21])[CH3:19], predict the reaction product. The product is: [N-:1]([S:2]([C:5]([F:8])([F:6])[F:7])(=[O:4])=[O:3])[S:9]([C:12]([F:15])([F:14])[F:13])(=[O:11])=[O:10].[CH3:17][N:18]([C+:20]([N:23]([CH3:25])[CH3:24])[Cl:21])[CH3:19]. (8) Given the reactants [CH3:1][C:2]1[S:3][C:4]([NH2:14])=[C:5]([C:7]2[CH:12]=[CH:11][CH:10]=[CH:9][C:8]=2[CH3:13])[N:6]=1.C(N(C(C)C)CC)(C)C.[Cl:24][C:25]1[N:30]=[CH:29][N:28]2[N:31]=[CH:32][C:33]([C:34](Cl)=[O:35])=[C:27]2[CH:26]=1, predict the reaction product. The product is: [CH3:1][C:2]1[S:3][C:4]([NH:14][C:34]([C:33]2[CH:32]=[N:31][N:28]3[CH:27]=[CH:26][C:25]([Cl:24])=[N:30][C:29]=23)=[O:35])=[C:5]([C:7]2[CH:12]=[CH:11][CH:10]=[CH:9][C:8]=2[CH3:13])[N:6]=1. (9) The product is: [NH:8]1[CH2:13][CH2:12][CH:11]([NH:14][C:15]([C:17]2[NH:18][C:19]3[C:24]([CH:25]=2)=[C:23]([O:26][C:27]2[CH:28]=[CH:29][C:30]([CH3:33])=[CH:31][CH:32]=2)[CH:22]=[CH:21][CH:20]=3)=[O:16])[CH2:10][CH2:9]1. Given the reactants C([N:8]1[CH2:13][CH2:12][CH:11]([NH:14][C:15]([C:17]2[NH:18][C:19]3[C:24]([CH:25]=2)=[C:23]([O:26][C:27]2[CH:32]=[CH:31][C:30]([CH3:33])=[CH:29][CH:28]=2)[CH:22]=[CH:21][CH:20]=3)=[O:16])[CH2:10][CH2:9]1)C1C=CC=CC=1.Cl, predict the reaction product. (10) Given the reactants C([O:3][C:4](=[O:25])[C@@H:5]([O:22][CH2:23][CH3:24])[CH2:6][C:7]1[CH:12]=[CH:11][C:10]([O:13][CH2:14][C:15]2[S:16][C:17](Br)=[CH:18][C:19]=2[CH3:20])=[CH:9][CH:8]=1)C.[O:26]1[CH2:31][CH2:30][N:29]([C:32]2[CH:37]=[CH:36][C:35](B(O)O)=[CH:34][CH:33]=2)[CH2:28][CH2:27]1, predict the reaction product. The product is: [CH2:23]([O:22][C@@H:5]([CH2:6][C:7]1[CH:8]=[CH:9][C:10]([O:13][CH2:14][C:15]2[S:16][C:17]([C:35]3[CH:34]=[CH:33][C:32]([N:29]4[CH2:28][CH2:27][O:26][CH2:31][CH2:30]4)=[CH:37][CH:36]=3)=[CH:18][C:19]=2[CH3:20])=[CH:11][CH:12]=1)[C:4]([OH:3])=[O:25])[CH3:24].